Dataset: Reaction yield outcomes from USPTO patents with 853,638 reactions. Task: Predict the reaction yield, written as a fraction of the theoretical maximum amount of product (1.0 means a 100% yield; for example, 0.34 means a 34% yield). (1) The reactants are [NH:1]([CH2:5][CH2:6][OH:7])[CH2:2][CH2:3][OH:4].[CH3:8][C:9]([O:12][C:13](O[C:13]([O:12][C:9]([CH3:11])([CH3:10])[CH3:8])=[O:14])=[O:14])([CH3:11])[CH3:10]. The catalyst is C(#N)C. The product is [OH:4][CH2:3][CH2:2][N:1]([CH2:5][CH2:6][OH:7])[C:13](=[O:14])[O:12][C:9]([CH3:11])([CH3:10])[CH3:8]. The yield is 1.00. (2) The reactants are [C:1]([C:3]1[CH:8]=[CH:7][CH:6]=[CH:5][C:4]=1[C:9]1[CH:14]=[CH:13][C:12]([CH2:15][C:16]2[C:17](=[O:32])[N:18]([CH2:28][C:29](O)=[O:30])[C:19]3[N:20]([N:25]=[CH:26][N:27]=3)[C:21]=2[CH2:22][CH2:23][CH3:24])=[CH:11][CH:10]=1)#[N:2].[NH4+].O[N:35]1C2C=CC=CC=2N=N1.Cl.C(N=C=NCCCN(C)C)C.CN(C)C=O. The catalyst is C(OCC)(=O)C. The product is [C:1]([C:3]1[CH:8]=[CH:7][CH:6]=[CH:5][C:4]=1[C:9]1[CH:10]=[CH:11][C:12]([CH2:15][C:16]2[C:17](=[O:32])[N:18]([CH2:28][C:29]([NH2:35])=[O:30])[C:19]3[N:20]([N:25]=[CH:26][N:27]=3)[C:21]=2[CH2:22][CH2:23][CH3:24])=[CH:13][CH:14]=1)#[N:2]. The yield is 1.00.